This data is from NCI-60 drug combinations with 297,098 pairs across 59 cell lines. The task is: Regression. Given two drug SMILES strings and cell line genomic features, predict the synergy score measuring deviation from expected non-interaction effect. (1) Drug 1: CC1=C(C(=CC=C1)Cl)NC(=O)C2=CN=C(S2)NC3=CC(=NC(=N3)C)N4CCN(CC4)CCO. Drug 2: CC(C)CN1C=NC2=C1C3=CC=CC=C3N=C2N. Cell line: SF-295. Synergy scores: CSS=-0.0765, Synergy_ZIP=-0.215, Synergy_Bliss=-0.547, Synergy_Loewe=-7.26, Synergy_HSA=-3.86. (2) Drug 1: CC=C1C(=O)NC(C(=O)OC2CC(=O)NC(C(=O)NC(CSSCCC=C2)C(=O)N1)C(C)C)C(C)C. Drug 2: CN1C2=C(C=C(C=C2)N(CCCl)CCCl)N=C1CCCC(=O)O.Cl. Cell line: PC-3. Synergy scores: CSS=35.3, Synergy_ZIP=2.50, Synergy_Bliss=1.64, Synergy_Loewe=-1.86, Synergy_HSA=-1.90. (3) Drug 1: CN(C)N=NC1=C(NC=N1)C(=O)N. Drug 2: CC1C(C(CC(O1)OC2CC(CC3=C2C(=C4C(=C3O)C(=O)C5=CC=CC=C5C4=O)O)(C(=O)C)O)N)O. Cell line: LOX IMVI. Synergy scores: CSS=41.6, Synergy_ZIP=-11.4, Synergy_Bliss=-10.8, Synergy_Loewe=-18.4, Synergy_HSA=-6.17. (4) Drug 1: C1=CC(=CC=C1CCCC(=O)O)N(CCCl)CCCl. Drug 2: CCCCC(=O)OCC(=O)C1(CC(C2=C(C1)C(=C3C(=C2O)C(=O)C4=C(C3=O)C=CC=C4OC)O)OC5CC(C(C(O5)C)O)NC(=O)C(F)(F)F)O. Cell line: RPMI-8226. Synergy scores: CSS=47.3, Synergy_ZIP=-1.86, Synergy_Bliss=-5.32, Synergy_Loewe=-4.69, Synergy_HSA=-4.32. (5) Drug 1: CCCS(=O)(=O)NC1=C(C(=C(C=C1)F)C(=O)C2=CNC3=C2C=C(C=N3)C4=CC=C(C=C4)Cl)F. Drug 2: B(C(CC(C)C)NC(=O)C(CC1=CC=CC=C1)NC(=O)C2=NC=CN=C2)(O)O. Cell line: SK-MEL-2. Synergy scores: CSS=0.307, Synergy_ZIP=4.47, Synergy_Bliss=5.18, Synergy_Loewe=1.85, Synergy_HSA=1.85. (6) Drug 1: CC1=C2C(C(=O)C3(C(CC4C(C3C(C(C2(C)C)(CC1OC(=O)C(C(C5=CC=CC=C5)NC(=O)OC(C)(C)C)O)O)OC(=O)C6=CC=CC=C6)(CO4)OC(=O)C)OC)C)OC. Drug 2: CNC(=O)C1=CC=CC=C1SC2=CC3=C(C=C2)C(=NN3)C=CC4=CC=CC=N4. Cell line: U251. Synergy scores: CSS=53.7, Synergy_ZIP=0.145, Synergy_Bliss=0.999, Synergy_Loewe=3.27, Synergy_HSA=4.47.